The task is: Predict the product of the given reaction.. This data is from Forward reaction prediction with 1.9M reactions from USPTO patents (1976-2016). (1) The product is: [Cl:1][C:2]1[C:7]2[CH:8]([CH3:14])[CH2:9][C:10](=[O:11])[NH:16][C:6]=2[N:5]=[CH:4][N:3]=1. Given the reactants [Cl:1][C:2]1[C:7]([CH:8]([CH3:14])[CH2:9][C:10](OC)=[O:11])=[C:6](Cl)[N:5]=[CH:4][N:3]=1.[NH3:16], predict the reaction product. (2) The product is: [N:25]1[CH:26]=[CH:27][CH:28]=[C:23]([CH2:22][NH:21][C:19]([C:17]2[CH:16]=[CH:15][C:14]3[N:10]([C:6]4[CH:7]=[CH:8][CH:9]=[C:4]([NH:3][S:34]([C:30]5[S:29][CH:33]=[CH:32][CH:31]=5)(=[O:36])=[O:35])[CH:5]=4)[CH:11]=[N:12][C:13]=3[CH:18]=2)=[O:20])[CH:24]=1. Given the reactants Cl.Cl.[NH2:3][C:4]1[CH:5]=[C:6]([N:10]2[C:14]3[CH:15]=[CH:16][C:17]([C:19]([NH:21][CH2:22][C:23]4[CH:24]=[N:25][CH:26]=[CH:27][CH:28]=4)=[O:20])=[CH:18][C:13]=3[N:12]=[CH:11]2)[CH:7]=[CH:8][CH:9]=1.[S:29]1[CH:33]=[CH:32][CH:31]=[C:30]1[S:34](Cl)(=[O:36])=[O:35], predict the reaction product. (3) Given the reactants [C:1]([C:5]1[CH:6]=[C:7]([CH:39]=[C:40]([C:42]([O:44][CH3:45])=[O:43])[CH:41]=1)[CH2:8][C:9]([CH2:16][CH2:17][CH2:18][S:19][C:20]([C:33]1[CH:38]=[CH:37][CH:36]=[CH:35][CH:34]=1)([C:27]1[CH:32]=[CH:31][CH:30]=[CH:29][CH:28]=1)[C:21]1[CH:26]=[CH:25][CH:24]=[CH:23][CH:22]=1)(C(O)=O)[C:10]([OH:12])=[O:11])([CH3:4])([CH3:3])[CH3:2], predict the reaction product. The product is: [C:1]([C:5]1[CH:6]=[C:7]([CH:39]=[C:40]([C:42]([O:44][CH3:45])=[O:43])[CH:41]=1)[CH2:8][CH:9]([CH2:16][CH2:17][CH2:18][S:19][C:20]([C:27]1[CH:28]=[CH:29][CH:30]=[CH:31][CH:32]=1)([C:33]1[CH:38]=[CH:37][CH:36]=[CH:35][CH:34]=1)[C:21]1[CH:26]=[CH:25][CH:24]=[CH:23][CH:22]=1)[C:10]([OH:12])=[O:11])([CH3:4])([CH3:2])[CH3:3]. (4) Given the reactants [F:1][C:2]([F:36])([F:35])[C:3]1[CH:4]=[C:5]([CH:28]=[C:29]([C:31]([F:34])([F:33])[F:32])[CH:30]=1)[C:6]([N:8]1[CH2:13][CH2:12][N:11]([CH2:14][C:15]#[C:16][CH2:17][Cl:18])[CH2:10][C@H:9]1[CH2:19][C:20]1[CH:25]=[CH:24][C:23]([CH3:26])=[C:22]([CH3:27])[CH:21]=1)=[O:7].[ClH:37].[CH2:38]([C@H:40]1[CH2:45][O:44][CH2:43][CH2:42][NH:41]1)[CH3:39].C(=O)([O-])[O-].[K+].[K+].O, predict the reaction product. The product is: [ClH:18].[ClH:37].[F:1][C:2]([F:36])([F:35])[C:3]1[CH:4]=[C:5]([CH:28]=[C:29]([C:31]([F:34])([F:33])[F:32])[CH:30]=1)[C:6]([N:8]1[CH2:13][CH2:12][N:11]([CH2:14][C:15]#[C:16][CH2:17][N:41]2[CH2:42][CH2:43][O:44][CH2:45][C@@H:40]2[CH2:38][CH3:39])[CH2:10][C@H:9]1[CH2:19][C:20]1[CH:25]=[CH:24][C:23]([CH3:26])=[C:22]([CH3:27])[CH:21]=1)=[O:7]. (5) Given the reactants [NH:1]=[C:2]1[NH:6][C:5](=[O:7])[C:4](=[CH:8][C:9]2[CH:14]=[CH:13][C:12]([N:15]3[CH2:20][CH2:19][C:18](=O)[CH2:17][CH2:16]3)=[CH:11][CH:10]=2)[S:3]1.[NH2:22][CH2:23][CH:24]([C:26]1[CH:27]=[CH:28][C:29]([OH:37])=[C:30]([NH:32][S:33]([CH3:36])(=[O:35])=[O:34])[CH:31]=1)[OH:25], predict the reaction product. The product is: [OH:37][C:29]1[CH:28]=[CH:27][C:26]([CH:24]([OH:25])[CH2:23][NH:22][CH:18]2[CH2:19][CH2:20][N:15]([C:12]3[CH:13]=[CH:14][C:9]([CH:8]=[C:4]4[S:3][C:2](=[NH:1])[NH:6][C:5]4=[O:7])=[CH:10][CH:11]=3)[CH2:16][CH2:17]2)=[CH:31][C:30]=1[NH:32][S:33]([CH3:36])(=[O:35])=[O:34]. (6) Given the reactants [F:1][C:2]([F:19])([F:18])[C:3]([N:5]1[CH2:10][CH2:9][N:8]([C:11]2[CH:17]=[CH:16][CH:15]=[CH:14][C:12]=2[NH2:13])[CH2:7][CH2:6]1)=[O:4].[CH2:20]([O:22][C:23](=[O:28])[CH2:24][C:25]([CH3:27])=O)[CH3:21].C(O)(=O)C, predict the reaction product. The product is: [CH2:20]([O:22][C:23](=[O:28])[CH:24]=[C:25]([NH:13][C:12]1[CH:14]=[CH:15][CH:16]=[CH:17][C:11]=1[N:8]1[CH2:7][CH2:6][N:5]([C:3](=[O:4])[C:2]([F:1])([F:18])[F:19])[CH2:10][CH2:9]1)[CH3:27])[CH3:21].